This data is from Catalyst prediction with 721,799 reactions and 888 catalyst types from USPTO. The task is: Predict which catalyst facilitates the given reaction. Reactant: [NH:1]1[CH2:5][CH:4]=[C:3]([C:6]2[N:29]([S:30]([C:33]3[CH:38]=[CH:37][CH:36]=[CH:35][CH:34]=3)(=[O:32])=[O:31])[C:9]3=[N:10][CH:11]=[CH:12][C:13]([C:14]4[CH:15]=[CH:16][C:17]([O:22][CH:23]5[CH2:28][CH2:27][O:26][CH2:25][CH2:24]5)=[C:18]([CH:21]=4)[C:19]#[N:20])=[C:8]3[CH:7]=2)[CH2:2]1.[O:39]1[CH2:42][C:41](=O)[CH2:40]1.C(O[BH-](OC(=O)C)OC(=O)C)(=O)C.[Na+]. Product: [O:39]1[CH2:42][CH:41]([N:1]2[CH2:5][CH:4]=[C:3]([C:6]3[N:29]([S:30]([C:33]4[CH:34]=[CH:35][CH:36]=[CH:37][CH:38]=4)(=[O:32])=[O:31])[C:9]4=[N:10][CH:11]=[CH:12][C:13]([C:14]5[CH:15]=[CH:16][C:17]([O:22][CH:23]6[CH2:24][CH2:25][O:26][CH2:27][CH2:28]6)=[C:18]([CH:21]=5)[C:19]#[N:20])=[C:8]4[CH:7]=3)[CH2:2]2)[CH2:40]1. The catalyst class is: 4.